Dataset: Reaction yield outcomes from USPTO patents with 853,638 reactions. Task: Predict the reaction yield, written as a fraction of the theoretical maximum amount of product (1.0 means a 100% yield; for example, 0.34 means a 34% yield). (1) The reactants are [CH3:1][O:2][C:3]([CH:5]1[CH2:10][NH:9][CH:8]([CH2:11][CH2:12][C:13]2[CH:22]=[N:21][CH:20]=[CH:19][C:14]=2[C:15](OC)=[O:16])[CH2:7][CH2:6]1)=[O:4]. The catalyst is C(Cl)Cl.C1(C)C=CC=CC=1. The product is [O:16]=[C:15]1[N:9]2[CH2:10][CH:5]([C:3]([O:2][CH3:1])=[O:4])[CH2:6][CH2:7][CH:8]2[CH2:11][CH2:12][C:13]2[CH:22]=[N:21][CH:20]=[CH:19][C:14]1=2. The yield is 0.700. (2) The reactants are [F:1][C:2]1([F:16])[CH2:5][CH:4]([C:6]([O:8][CH2:9][C:10]2[CH:15]=[CH:14][CH:13]=[CH:12][CH:11]=2)=[O:7])[CH2:3]1.CI.[CH3:19][Si]([N-][Si](C)(C)C)(C)C.[K+]. The catalyst is C1COCC1. The product is [F:1][C:2]1([F:16])[CH2:3][C:4]([CH3:19])([C:6]([O:8][CH2:9][C:10]2[CH:15]=[CH:14][CH:13]=[CH:12][CH:11]=2)=[O:7])[CH2:5]1. The yield is 0.565. (3) The reactants are [CH3:1][S:2]([N:5]1[CH2:10][CH2:9][C:8]2[N:11]([CH2:24][CH2:25][CH:26]=O)[N:12]=[C:13]([C:14]3[CH:19]=[CH:18][C:17]([C:20]([F:23])([F:22])[F:21])=[CH:16][CH:15]=3)[C:7]=2[CH2:6]1)(=[O:4])=[O:3].[N:28]1([C:34]2[C:38]3[CH:39]=[CH:40][CH:41]=[CH:42][C:37]=3[S:36](=[O:44])(=[O:43])[N:35]=2)[CH2:33][CH2:32][NH:31][CH2:30][CH2:29]1.CC(O)=O.[BH-](OC(C)=O)(OC(C)=O)OC(C)=O.[Na+].C([O-])(O)=O.[Na+]. The catalyst is C(Cl)Cl. The product is [O:44]=[S:36]1(=[O:43])[C:37]2[CH:42]=[CH:41][CH:40]=[CH:39][C:38]=2[C:34]([N:28]2[CH2:33][CH2:32][N:31]([CH2:26][CH2:25][CH2:24][N:11]3[C:8]4[CH2:9][CH2:10][N:5]([S:2]([CH3:1])(=[O:4])=[O:3])[CH2:6][C:7]=4[C:13]([C:14]4[CH:19]=[CH:18][C:17]([C:20]([F:23])([F:22])[F:21])=[CH:16][CH:15]=4)=[N:12]3)[CH2:30][CH2:29]2)=[N:35]1. The yield is 0.760.